From a dataset of Forward reaction prediction with 1.9M reactions from USPTO patents (1976-2016). Predict the product of the given reaction. (1) The product is: [CH3:18][O:19][C:20]1[CH:21]=[C:22]([CH:25]=[C:26]([C:29]([O:5][C:1]([CH3:4])([CH3:3])[CH3:2])=[O:30])[C:27]=1[OH:28])[CH:23]=[O:24]. Given the reactants [C:1]([OH:5])([CH3:4])([CH3:3])[CH3:2].CCN=C=NCCCN(C)C.Cl.[CH3:18][O:19][C:20]1[CH:21]=[C:22]([CH:25]=[C:26]([C:29](O)=[O:30])[C:27]=1[OH:28])[CH:23]=[O:24].O, predict the reaction product. (2) Given the reactants FC(F)(F)C(O)=O.[Cl:8][C:9]1[C:18]2[C:13](=[CH:14][C:15]([F:20])=[CH:16][C:17]=2[F:19])[N:12]=[C:11]([N:21]2[CH2:26][CH2:25][NH:24][CH2:23][CH2:22]2)[C:10]=1[CH3:27].C(N(CC)CC)C.[C:35]1(=O)[CH2:40][CH2:39][CH2:38][CH2:37][CH2:36]1.ClC(Cl)C.CO.C(O[BH-](OC(=O)C)OC(=O)C)(=O)C.[Na+].C([BH3-])#N.[Na+], predict the reaction product. The product is: [Cl:8][C:9]1[C:18]2[C:13](=[CH:14][C:15]([F:20])=[CH:16][C:17]=2[F:19])[N:12]=[C:11]([N:21]2[CH2:26][CH2:25][N:24]([CH:35]3[CH2:40][CH2:39][CH2:38][CH2:37][CH2:36]3)[CH2:23][CH2:22]2)[C:10]=1[CH3:27]. (3) Given the reactants [C:1]([O:5][C:6]([N:8]1[C@H:13]([C:14](O)=O)[C@@H:12]2[CH2:17][C@H:9]1[CH2:10][CH2:11]2)=[O:7])([CH3:4])([CH3:3])[CH3:2].C(N(CC)CC)C.ClC(OCC(C)C)=O.[NH2:33][C:34]1[CH:38]=[C:37]([Br:39])[S:36][C:35]=1[C:40]([NH2:42])=[O:41], predict the reaction product. The product is: [Br:39][C:37]1[S:36][C:35]2[C:40](=[O:41])[NH:42][C:14]([C@@H:13]3[C@@H:12]4[CH2:17][C@@H:9]([CH2:10][CH2:11]4)[N:8]3[C:6]([O:5][C:1]([CH3:4])([CH3:3])[CH3:2])=[O:7])=[N:33][C:34]=2[CH:38]=1. (4) Given the reactants [Br:1][C:2]1[CH:14]=[CH:13][C:5]2[O:6][C:7]3[CH:12]=[CH:11][CH:10]=[CH:9][C:8]=3[C:4]=2[CH:3]=1.[I:15](O)(O)(O)(O)(O)=O.II.S(=O)(=O)(O)O, predict the reaction product. The product is: [Br:1][C:2]1[CH:14]=[CH:13][C:5]2[O:6][C:7]3[CH:12]=[CH:11][C:10]([I:15])=[CH:9][C:8]=3[C:4]=2[CH:3]=1. (5) Given the reactants [NH:1]1[C:5]2=[N:6][CH:7]=[CH:8][CH:9]=[C:4]2[C:3]([C:10]2[S:11][CH:12]=[C:13](C(O)=O)[N:14]=2)=[CH:2]1.C1(P(N=[N+]=[N-])(C2C=CC=CC=2)=[O:25])C=CC=CC=1.CC[N:37]([CH2:40]C)CC.[C:42]([OH:46])([CH3:45])([CH3:44])[CH3:43], predict the reaction product. The product is: [C:42]([O:46][C:40](=[O:25])[NH:37][C:13]1[N:14]=[C:10]([C:3]2[C:4]3[C:5](=[N:6][CH:7]=[CH:8][CH:9]=3)[NH:1][CH:2]=2)[S:11][CH:12]=1)([CH3:45])([CH3:44])[CH3:43]. (6) Given the reactants [C:1](=O)([O-])[O-].[Cs+].[Cs+].[CH3:7][O:8][C:9]1[N:10]=[C:11]2[C:20](=[CH:21][CH:22]=1)[N:19]=[CH:18][C:17]1[O:16][CH2:15][CH:14]([C@H:23]3[CH2:28][CH2:27][C@H:26]([N:29]4[C:37](=[O:38])[C:36]5[C:31](=[CH:32][CH:33]=[CH:34][CH:35]=5)[C:30]4=[O:39])[CH2:25][CH2:24]3)[NH:13][C:12]2=1.IC, predict the reaction product. The product is: [CH3:7][O:8][C:9]1[N:10]=[C:11]2[C:20](=[CH:21][CH:22]=1)[N:19]=[CH:18][C:17]1[O:16][CH2:15][CH:14]([C@H:23]3[CH2:24][CH2:25][C@H:26]([N:29]4[C:30](=[O:39])[C:31]5[C:36](=[CH:35][CH:34]=[CH:33][CH:32]=5)[C:37]4=[O:38])[CH2:27][CH2:28]3)[N:13]([CH3:1])[C:12]2=1. (7) Given the reactants [H-].[Na+].C(O[C:6](=[O:10])[O:7][CH2:8][CH3:9])C.[CH3:11][C:12]1[CH:21]=[C:20]([CH3:22])[CH:19]=[C:18]2[C:13]=1[CH2:14][CH2:15][CH2:16][C:17]2=[O:23].C(O)(=O)C, predict the reaction product. The product is: [CH3:11][C:12]1[CH:21]=[C:20]([CH3:22])[CH:19]=[C:18]2[C:13]=1[CH2:14][CH2:15][CH:16]([C:6]([O:7][CH2:8][CH3:9])=[O:10])[C:17]2=[O:23]. (8) Given the reactants [OH:1][C:2]1[CH:14]=[CH:13][C:5]([O:6][C@@H:7]2[CH2:11][CH2:10][NH:9][C:8]2=[O:12])=[CH:4][CH:3]=1.[CH:15]1([CH2:18][CH2:19]O)[CH2:17][CH2:16]1, predict the reaction product. The product is: [CH:15]1([CH2:18][CH2:19][O:1][C:2]2[CH:14]=[CH:13][C:5]([O:6][C@@H:7]3[CH2:11][CH2:10][NH:9][C:8]3=[O:12])=[CH:4][CH:3]=2)[CH2:17][CH2:16]1. (9) Given the reactants [Cl:1][C:2]1[CH:7]=[CH:6][C:5]([F:8])=[CH:4][C:3]=1[N:9]1[CH2:13][CH:12]2[CH2:14][N:15]([C:17]3[CH:21]=[C:20]([C:22]#[N:23])[O:19][N:18]=3)[CH2:16][CH:11]2[CH2:10]1.[N-:24]=[N+:25]=[N-:26].[Na+].[Cl-].[NH4+].Cl, predict the reaction product. The product is: [Cl:1][C:2]1[CH:7]=[CH:6][C:5]([F:8])=[CH:4][C:3]=1[N:9]1[CH2:13][CH:12]2[CH:11]([CH2:16][N:15]([C:17]3[CH:21]=[C:20]([C:22]4[N:24]=[N:25][NH:26][N:23]=4)[O:19][N:18]=3)[CH2:14]2)[CH2:10]1.